Dataset: Kinase inhibitor binding affinity data with 442 proteins and 68 drugs (Kd values). Task: Regression. Given a target protein amino acid sequence and a drug SMILES string, predict the binding affinity score between them. We predict pKd (pKd = -log10(Kd in M); higher means stronger binding). Dataset: davis. (1) The small molecule is CNC1CC2OC(C)(C1OC)n1c3ccccc3c3c4c(c5c6ccccc6n2c5c31)C(=O)NC4. The pKd is 6.8. The target protein (STK35) has sequence MGHQESPLARAPAGGAAYVKRLCKGLSWREHVESHGSLGAQASPASAAAAEGSATRRARAATSRAARSRRQPGPGADHPQAGAPGGKRAARKWRCAGQVTIQGPAPPRPRAGRRDEAGGARAAPLLLPPPPAAMETGKDGARRGTQSPERKRRSPVPRAPSTKLRPAAAARAMDPVAAEAPGEAFLARRRPEGGGGSARPRYSLLAEIGRGSYGVVYEAVAGRSGARVAVKKIRCDAPENVELALAEFWALTSLKRRHQNVVQFEECVLQRNGLAQRMSHGNKSSQLYLRLVETSLKGERILGYAEEPCYLWFVMEFCEGGDLNQYVLSRRPDPATNKSFMLQLTSAIAFLHKNHIVHRDLKPDNILITERSGTPILKVADFGLSKVCAGLAPRGKEGNQDNKNVNVNKYWLSSACGSDFYMAPEVWEGHYTAKADIFALGIIIWAMIERITFIDSETKKELLGTYIKQGTEIVPVGEALLENPKMELHIPQKRRTSMSE.... (2) The drug is Cc1cnc(Nc2ccc(OCCN3CCCC3)cc2)nc1Nc1cccc(S(=O)(=O)NC(C)(C)C)c1. The target protein (MAP4K4) has sequence MANDSPAKSLVDIDLSSLRDPAGIFELVEVVGNGTYGQVYKGRHVKTGQLAAIKVMDVTEDEEEEIKLEINMLKKYSHHRNIATYYGAFIKKSPPGHDDQLWLVMEFCGAGSITDLVKNTKGNTLKEDWIAYISREILRGLAHLHIHHVIHRDIKGQNVLLTENAEVKLVDFGVSAQLDRTVGRRNTFIGTPYWMAPEVIACDENPDATYDYRSDLWSCGITAIEMAEGAPPLCDMHPMRALFLIPRNPPPRLKSKKWSKKFFSFIEGCLVKNYMQRPSTEQLLKHPFIRDQPNERQVRIQLKDHIDRTRKKRGEKDETEYEYSGSEEEEEEVPEQEGEPSSIVNVPGESTLRRDFLRLQQENKERSEALRRQQLLQEQQLREQEEYKRQLLAERQKRIEQQKEQRRRLEEQQRREREARRQQEREQRRREQEEKRRLEELERRRKEEEERRRAEEEKRRVEREQEYIRRQLEEEQRHLEVLQQQLLQEQAMLLHDHRRP.... The pKd is 5.0.